This data is from Reaction yield outcomes from USPTO patents with 853,638 reactions. The task is: Predict the reaction yield, written as a fraction of the theoretical maximum amount of product (1.0 means a 100% yield; for example, 0.34 means a 34% yield). (1) The reactants are [F:1][C:2]1[CH:19]=[CH:18][C:17]([F:20])=[CH:16][C:3]=1[CH2:4][N:5]1[CH2:10][CH2:9][NH:8][C:7]2[N:11]=[CH:12][C:13](I)=[CH:14][C:6]1=2.[CH2:21]([O:23][C:24](=[O:39])[C:25]1[CH:30]=[C:29](B2OC(C)(C)C(C)O2)[CH:28]=[N:27][CH:26]=1)[CH3:22]. The yield is 0.290. No catalyst specified. The product is [CH2:21]([O:23][C:24](=[O:39])[C:25]1[CH:30]=[C:29]([C:13]2[CH:12]=[N:11][C:7]3[NH:8][CH2:9][CH2:10][N:5]([CH2:4][C:3]4[CH:16]=[C:17]([F:20])[CH:18]=[CH:19][C:2]=4[F:1])[C:6]=3[CH:14]=2)[CH:28]=[N:27][CH:26]=1)[CH3:22]. (2) The reactants are [NH2:1][C:2]1[N:7]=[CH:6][C:5]([C:8]2[CH:9]=[N:10][N:11]([CH:13]3[CH2:18][CH2:17][N:16]([C:19]([O:21][C:22]([CH3:25])([CH3:24])[CH3:23])=[O:20])[CH2:15][CH2:14]3)[CH:12]=2)=[CH:4][C:3]=1[O:26][C@@H:27]([C:29]1[C:34]([Cl:35])=[CH:33][CH:32]=[C:31]([F:36])[C:30]=1[Cl:37])[CH3:28].N1C=CC=CC=1.[C:44](Cl)(=[O:46])[CH3:45]. The catalyst is C(Cl)Cl. The product is [C:44]([NH:1][C:2]1[N:7]=[CH:6][C:5]([C:8]2[CH:9]=[N:10][N:11]([CH:13]3[CH2:14][CH2:15][N:16]([C:19]([O:21][C:22]([CH3:24])([CH3:23])[CH3:25])=[O:20])[CH2:17][CH2:18]3)[CH:12]=2)=[CH:4][C:3]=1[O:26][C@@H:27]([C:29]1[C:34]([Cl:35])=[CH:33][CH:32]=[C:31]([F:36])[C:30]=1[Cl:37])[CH3:28])(=[O:46])[CH3:45]. The yield is 0.386. (3) The product is [Cl:15][C:16]1[N:21]=[C:20]([N:7]2[C:6]3[CH:8]=[CH:9][CH:10]=[C:11]([O:12][CH3:13])[C:5]=3[N:4]=[C:3]2[CH:2]([F:1])[F:14])[N:19]=[C:18]([N:23]2[CH2:24][CH2:25][N:26]([C:29]([O:31][C:32]([CH3:35])([CH3:34])[CH3:33])=[O:30])[CH2:27][CH2:28]2)[N:17]=1. The reactants are [F:1][CH:2]([F:14])[C:3]1[NH:7][C:6]2[CH:8]=[CH:9][CH:10]=[C:11]([O:12][CH3:13])[C:5]=2[N:4]=1.[Cl:15][C:16]1[N:21]=[C:20](Cl)[N:19]=[C:18]([N:23]2[CH2:28][CH2:27][N:26]([C:29]([O:31][C:32]([CH3:35])([CH3:34])[CH3:33])=[O:30])[CH2:25][CH2:24]2)[N:17]=1.C([O-])([O-])=O.[K+].[K+].O. The catalyst is CN(C=O)C. The yield is 0.860. (4) The reactants are [O:1]1[C:5]2[CH:6]=[CH:7][CH:8]=[CH:9][C:4]=2[CH:3]=[C:2]1[CH:10]=[O:11].C1COCC1.[BH4-].[Na+]. The catalyst is CO. The product is [O:1]1[C:5]2[CH:6]=[CH:7][CH:8]=[CH:9][C:4]=2[CH:3]=[C:2]1[CH2:10][OH:11]. The yield is 1.00. (5) The reactants are [NH2:1][C:2]([NH2:4])=[S:3].[Br:5][CH2:6][C:7](=O)[C:8]([O:10][CH2:11][CH3:12])=[O:9]. The product is [BrH:5].[NH2:1][C:2]1[S:3][CH:6]=[C:7]([C:8]([O:10][CH2:11][CH3:12])=[O:9])[N:4]=1. The yield is 0.790. The catalyst is C(O)C. (6) The reactants are [N:1]1[CH:6]=[CH:5][CH:4]=[CH:3][C:2]=1[CH2:7][OH:8].[H-].[Na+].Cl[C:12]1[N:13]=[CH:14][C:15]([C:18]([NH:20][C:21]2[CH:26]=[C:25]([C:27]([NH:29][CH:30]3[CH2:32][CH2:31]3)=[O:28])[CH:24]=[CH:23][C:22]=2[CH3:33])=[O:19])=[N:16][CH:17]=1. The catalyst is CN1C(=O)CCC1. The product is [CH:30]1([NH:29][C:27]([C:25]2[CH:24]=[CH:23][C:22]([CH3:33])=[C:21]([NH:20][C:18]([C:15]3[CH:14]=[N:13][C:12]([O:8][CH2:7][C:2]4[CH:3]=[CH:4][CH:5]=[CH:6][N:1]=4)=[CH:17][N:16]=3)=[O:19])[CH:26]=2)=[O:28])[CH2:32][CH2:31]1. The yield is 0.200. (7) The reactants are [Br:1][C:2]1[C:7]([C:8]([OH:10])=[O:9])=[CH:6][C:5]([Cl:11])=[N:4][CH:3]=1.S(Cl)(Cl)=O.[CH3:16]O. No catalyst specified. The product is [Br:1][C:2]1[C:7]([C:8]([O:10][CH3:16])=[O:9])=[CH:6][C:5]([Cl:11])=[N:4][CH:3]=1. The yield is 0.950. (8) The reactants are [C:1]1([O:9][CH3:10])[C:2](=[CH:5][CH:6]=[CH:7][CH:8]=1)[O:3][CH3:4].[Li]CCCC.CN(OC)[C:18](=[O:25])[C:19]1[CH:24]=[CH:23][N:22]=[CH:21][CH:20]=1. The catalyst is O1CCCC1. The product is [CH3:4][O:3][C:2]1[C:1]([O:9][CH3:10])=[CH:8][CH:7]=[CH:6][C:5]=1[C:18]([C:19]1[CH:24]=[CH:23][N:22]=[CH:21][CH:20]=1)=[O:25]. The yield is 0.950. (9) The reactants are I[C:2]1[NH:3][C:4]2[C:5]([O:17][CH2:18][CH2:19][CH3:20])=[CH:6][C:7]3[CH:16]=[CH:15][CH:14]=[CH:13][C:8]=3[C:9]=2[C:10](=[O:12])[CH:11]=1.[C:21](=O)([O-])[O-].[Na+].[Na+].O.[CH2:28]([CH2:31][O:32][CH3:33])OC. No catalyst specified. The product is [O:32]1[CH:31]=[CH:28][C:21]([C:11]2[C:10](=[O:12])[C:9]3[C:8]4[CH:13]=[CH:14][CH:15]=[CH:16][C:7]=4[CH:6]=[C:5]([O:17][CH2:18][CH2:19][CH3:20])[C:4]=3[NH:3][CH:2]=2)=[CH:33]1. The yield is 0.480.